Dataset: Forward reaction prediction with 1.9M reactions from USPTO patents (1976-2016). Task: Predict the product of the given reaction. (1) Given the reactants [C:1]([C:5]1[CH:6]=[C:7]([OH:11])[CH:8]=[CH:9][CH:10]=1)([CH3:4])([CH3:3])[CH3:2].[O:12](S(C(F)(F)F)(=O)=O)[S:13]([C:16]([F:19])([F:18])[F:17])(=O)=[O:14], predict the reaction product. The product is: [C:1]([C:5]1[CH:6]=[C:7]([O:11][S:13]([C:16]([F:19])([F:18])[F:17])(=[O:14])=[O:12])[CH:8]=[CH:9][CH:10]=1)([CH3:4])([CH3:2])[CH3:3]. (2) Given the reactants O[CH2:2][CH:3]=[C:4]([CH2:6][CH2:7][CH:8]=[C:9]([CH2:11][CH2:12][CH:13]=[C:14]([CH3:16])[CH3:15])[CH3:10])[CH3:5].O[C:18]([CH3:74])([CH2:70][C:71](O)=O)[CH2:19][C:20](SCCNC(=O)CCNC(=O)[C@H](O)C(C)(C)COP(O)(=O)OP(O)(=O)OC[C@H]1O[C@@H](N2C3N=CN=C(N)C=3N=C2)[C@H](O)[C@@H]1OP(O)(O)=O)=O, predict the reaction product. The product is: [CH3:15][C:14](=[CH:13][CH2:12][CH2:11]/[C:9](=[CH:8]/[CH2:7][CH2:6]/[C:4](=[CH:3]/[CH2:2][CH2:2]/[CH:3]=[C:4](/[CH2:6][CH2:71]/[CH:70]=[C:18](/[CH2:19][CH2:20][CH:8]=[C:9]([CH3:11])[CH3:10])\[CH3:74])\[CH3:5])/[CH3:5])/[CH3:10])[CH3:16]. (3) Given the reactants Cl[C:2]1[C:11]2[C:6](=[CH:7][C:8]([F:12])=[CH:9][CH:10]=2)[N:5]=[CH:4][N:3]=1.[CH3:13][O:14][C:15]([CH:17]1[CH2:22][CH2:21][N:20]([C:23]([O:25][C:26]([CH3:29])([CH3:28])[CH3:27])=[O:24])[CH2:19][CH2:18]1)=[O:16].[Li+].C[Si]([N-][Si](C)(C)C)(C)C.C1COCC1, predict the reaction product. The product is: [CH3:13][O:14][C:15]([C:17]1([C:2]2[C:11]3[C:6](=[CH:7][C:8]([F:12])=[CH:9][CH:10]=3)[N:5]=[CH:4][N:3]=2)[CH2:18][CH2:19][N:20]([C:23]([O:25][C:26]([CH3:29])([CH3:28])[CH3:27])=[O:24])[CH2:21][CH2:22]1)=[O:16]. (4) Given the reactants Br[C:2]1[CH:11]=[C:10]([N+:12]([O-:14])=[O:13])[CH:9]=[CH:8][C:3]=1[C:4]([O:6][CH3:7])=[O:5].[Cl:15][C:16]1[CH:21]=[CH:20][C:19](B(O)O)=[CH:18][CH:17]=1.[F-].[K+], predict the reaction product. The product is: [CH3:7][O:6][C:4]([C:3]1[C:2]([C:19]2[CH:20]=[CH:21][C:16]([Cl:15])=[CH:17][CH:18]=2)=[CH:11][C:10]([N+:12]([O-:14])=[O:13])=[CH:9][CH:8]=1)=[O:5]. (5) Given the reactants NC1C=C(C(C2C=C3C(C(C=CC4C=CC=CC=4)=NN3COCC[Si](C)(C)C)=CC=2)=C)C=CC=1.[C:35]([NH:38][C:39]1[CH:40]=[C:41]([C:45]([C:47]2[CH:55]=[C:54]3[C:50]([C:51]([CH:64]=[CH:65][C:66]4[CH:71]=[CH:70][CH:69]=[CH:68][CH:67]=4)=[N:52][N:53]3COCC[Si](C)(C)C)=[CH:49][CH:48]=2)=[CH2:46])[CH:42]=[CH:43][CH:44]=1)(=[O:37])[CH3:36], predict the reaction product. The product is: [C:35]([NH:38][C:39]1[CH:40]=[C:41]([C:45]([C:47]2[CH:55]=[C:54]3[C:50]([C:51]([CH:64]=[CH:65][C:66]4[CH:67]=[CH:68][CH:69]=[CH:70][CH:71]=4)=[N:52][NH:53]3)=[CH:49][CH:48]=2)=[CH2:46])[CH:42]=[CH:43][CH:44]=1)(=[O:37])[CH3:36]. (6) Given the reactants Cl[CH2:2][Si:3]([O:8][CH3:9])([O:6][CH3:7])[O:4][CH3:5].[NH3:10], predict the reaction product. The product is: [NH2:10][CH2:2][Si:3]([O:8][CH3:9])([O:6][CH3:7])[O:4][CH3:5].